From a dataset of Forward reaction prediction with 1.9M reactions from USPTO patents (1976-2016). Predict the product of the given reaction. (1) Given the reactants [CH3:1][O:2][C@@H:3]1[C@H:7]([OH:8])[C@@H:6]([CH2:9][OH:10])[O:5][C@H:4]1[N:11]1[C:21]2[N:20]=[C:18]([NH2:19])[NH:17][C:15](=[O:16])[C:14]=2[N:13]=[CH:12]1.C[Si](Cl)(C)C.[C:27](Cl)(=[O:31])[CH:28]([CH3:30])[CH3:29].[NH4+].[OH-], predict the reaction product. The product is: [C:27]([NH:19][C:18]1[NH:17][C:15](=[O:16])[C:14]2[N:13]=[CH:12][N:11]([C:21]=2[N:20]=1)[C@@H:4]1[O:5][C@H:6]([CH2:9][OH:10])[C@@H:7]([OH:8])[C@H:3]1[O:2][CH3:1])(=[O:31])[CH:28]([CH3:30])[CH3:29]. (2) Given the reactants [N+:1]([C:4]1[CH:5]=[CH:6][CH:7]=[C:8]([C:15]([NH:17][C:18]2[CH:23]=[CH:22][C:21]([Cl:24])=[CH:20][C:19]=2[CH3:25])=[O:16])[C:9]=1[C:10](OCC)=[O:11])([O-:3])=[O:2].[CH:26]([NH2:29])([CH3:28])[CH3:27], predict the reaction product. The product is: [N+:1]([C:4]1[CH:5]=[CH:6][CH:7]=[C:8]([C:15]([NH:17][C:18]2[CH:23]=[CH:22][C:21]([Cl:24])=[CH:20][C:19]=2[CH3:25])=[O:16])[C:9]=1[C:10]([NH:29][CH:26]([CH3:28])[CH3:27])=[O:11])([O-:3])=[O:2].